This data is from Forward reaction prediction with 1.9M reactions from USPTO patents (1976-2016). The task is: Predict the product of the given reaction. (1) The product is: [C:1]([C@@H:3]([NH:12][C:13]([C@@H:15]1[CH2:20][CH2:19][CH2:18][CH2:17][N:16]1[C:21]([O:23][C:24]([CH3:26])([CH3:25])[CH3:27])=[O:22])=[O:14])[CH2:4][C:38]1[CH:43]=[CH:42][CH:41]=[C:40]([I:44])[CH:39]=1)#[N:2]. Given the reactants [C:1]([C@@H:3]([NH:12][C:13]([C@@H:15]1[CH2:20][CH2:19][CH2:18][CH2:17][N:16]1[C:21]([O:23][C:24]([CH3:27])([CH3:26])[CH3:25])=[O:22])=[O:14])[CH2:4]C1C=CC(I)=CC=1)#[N:2].C(OC(N[C@H](C(O)=O)C[C:38]1[CH:43]=[CH:42][CH:41]=[C:40]([I:44])[CH:39]=1)=O)(C)(C)C, predict the reaction product. (2) Given the reactants [H-].[Al+3].[Li+].[H-].[H-].[H-].[CH2:7]([C:9]1[CH:10]=[CH:11][CH:12]=[C:13]2[C:17]=1[NH:16][CH:15]=[C:14]2[CH:18]([C:25]1[CH:30]=[CH:29][C:28]([C:31]([F:34])([F:33])[F:32])=[CH:27][CH:26]=1)[CH2:19][C:20](OCC)=[O:21])[CH3:8].C(O)(C)C.[Cl-].[NH4+], predict the reaction product. The product is: [CH2:7]([C:9]1[CH:10]=[CH:11][CH:12]=[C:13]2[C:17]=1[NH:16][CH:15]=[C:14]2[CH:18]([C:25]1[CH:26]=[CH:27][C:28]([C:31]([F:33])([F:32])[F:34])=[CH:29][CH:30]=1)[CH2:19][CH2:20][OH:21])[CH3:8].